This data is from Full USPTO retrosynthesis dataset with 1.9M reactions from patents (1976-2016). The task is: Predict the reactants needed to synthesize the given product. (1) Given the product [C:35]([C@@H:23]1[CH2:22][CH2:21][C@@:20]2([CH3:26])[CH:19]([CH2:18][CH2:17][C@@H:16]3[C@@H:15]2[CH2:14][CH2:13][C@@:12]2([CH3:27])[C@H:11]3[CH2:10][CH2:9][C@@H:8]2[C@H:2]([CH3:1])[CH2:3][CH2:4][C:5]([OH:7])=[O:6])[CH2:24]1)(=[O:37])[CH3:36], predict the reactants needed to synthesize it. The reactants are: [CH3:1][C@@H:2]([C@@H:8]1[C@@:12]2([CH3:27])[CH2:13][CH2:14][C@@H:15]3[C@@:20]4([CH3:26])[CH2:21][CH2:22][C@@H:23](O)[CH2:24][C@H:19]4[CH2:18][CH2:17][C@H:16]3[C@@H:11]2[CH2:10][CH2:9]1)[CH2:3][CH2:4][C:5]([OH:7])=[O:6].C(N(CC)CC)C.[C:35](Cl)(=[O:37])[CH3:36]. (2) Given the product [CH3:1][CH:2]([CH2:36][CH3:37])[C@H:3]([NH:24][C:25]([C:27]1[O:28][C:29]2[CH:35]=[CH:34][CH:33]=[CH:32][C:30]=2[CH:31]=1)=[O:26])[C:4](=[O:23])[NH:5][CH:6]1[CH2:12][CH2:11][CH2:10][N:9]([S:13]([C:16]2[CH:21]=[CH:20][CH:19]=[CH:18][N:17]=2)(=[O:14])=[O:15])[CH2:8][C:7]1=[O:22], predict the reactants needed to synthesize it. The reactants are: [CH3:1][CH:2]([CH2:36][CH3:37])[C@H:3]([NH:24][C:25]([C:27]1[O:28][C:29]2[CH:35]=[CH:34][CH:33]=[CH:32][C:30]=2[CH:31]=1)=[O:26])[C:4](=[O:23])[NH:5][CH:6]1[CH2:12][CH2:11][CH2:10][N:9]([S:13]([C:16]2[CH:21]=[CH:20][CH:19]=[CH:18][N:17]=2)(=[O:15])=[O:14])[CH2:8][CH:7]1[OH:22].CC(OI1(OC(C)=O)(OC(C)=O)OC(=O)C2C=CC=CC1=2)=O.S([O-])([O-])(=O)=S.[Na+].[Na+].C(=O)(O)[O-].[Na+].